Predict hERG channel inhibition at various concentrations. From a dataset of hERG Central: cardiac toxicity at 1µM, 10µM, and general inhibition. The molecule is Cc1ccc(CN2CCN(/N=C\C=C\c3ccccc3)CC2)cc1. Results: hERG_inhib (hERG inhibition (general)): blocker.